Dataset: Catalyst prediction with 721,799 reactions and 888 catalyst types from USPTO. Task: Predict which catalyst facilitates the given reaction. (1) Reactant: F[P-](F)(F)(F)(F)F.N1(OC(N(C)C)=[N+](C)C)C2N=CC=CC=2N=N1.C(N(CC)C(C)C)(C)C.[NH2:34][CH2:35][CH2:36][OH:37].[Br:38][C:39]1[O:43][C:42]([C:44]([OH:46])=O)=[CH:41][CH:40]=1. Product: [Br:38][C:39]1[O:43][C:42]([C:44]([NH:34][CH2:35][CH2:36][OH:37])=[O:46])=[CH:41][CH:40]=1. The catalyst class is: 4. (2) Reactant: [Br:1][C:2]1[CH:7]=[CH:6][C:5]([NH2:8])=[C:4](I)[CH:3]=1.[CH3:10][C:11]1([CH3:20])[CH2:16][CH2:15][C:14](B(O)O)=[CH:13][CH2:12]1.C([O-])([O-])=O.[Na+].[Na+].CCOC(C)=O. Product: [Br:1][C:2]1[CH:7]=[CH:6][C:5]([NH2:8])=[C:4]([C:14]2[CH2:15][CH2:16][C:11]([CH3:20])([CH3:10])[CH2:12][CH:13]=2)[CH:3]=1. The catalyst class is: 77. (3) Reactant: [CH3:1][C@:2]1([C:27]([NH2:29])=O)[CH2:6][CH2:5][CH2:4][N:3]1[C:7]([CH:9]1[CH2:14][CH2:13][N:12]([C:15]2[CH:16]=[N:17][CH:18]=[CH:19][C:20]=2[C:21]2[S:22][C:23]([CH3:26])=[N:24][N:25]=2)[CH2:11][CH2:10]1)=[O:8].N1C=CC=CC=1.FC(F)(F)C(OC(=O)C(F)(F)F)=O.C(=O)(O)[O-].[Na+]. Product: [CH3:1][C@:2]1([C:27]#[N:29])[CH2:6][CH2:5][CH2:4][N:3]1[C:7]([CH:9]1[CH2:14][CH2:13][N:12]([C:15]2[CH:16]=[N:17][CH:18]=[CH:19][C:20]=2[C:21]2[S:22][C:23]([CH3:26])=[N:24][N:25]=2)[CH2:11][CH2:10]1)=[O:8]. The catalyst class is: 170. (4) Reactant: [CH2:1]([N:8]1[C:15]2[CH:16]=[C:17]([CH:20]([C:22]3[CH:27]=[C:26]([Br:28])[CH:25]=[CH:24][C:23]=3[Cl:29])O)[CH:18]=[CH:19][C:14]=2[O:13][C:10]2([CH2:12][CH2:11]2)[CH2:9]1)[C:2]1[CH:7]=[CH:6][CH:5]=[CH:4][CH:3]=1.C([SiH](CC)CC)C.OS(C(F)(F)F)(=O)=O. Product: [CH2:1]([N:8]1[C:15]2[CH:16]=[C:17]([CH2:20][C:22]3[CH:27]=[C:26]([Br:28])[CH:25]=[CH:24][C:23]=3[Cl:29])[CH:18]=[CH:19][C:14]=2[O:13][C:10]2([CH2:12][CH2:11]2)[CH2:9]1)[C:2]1[CH:7]=[CH:6][CH:5]=[CH:4][CH:3]=1. The catalyst class is: 55. (5) Reactant: [F:1][C:2]1[CH:8]=[CH:7][CH:6]=[C:5]([F:9])[C:3]=1[NH2:4].B1([O-])OO1.[OH2:14].[OH2:15].O.O.[Na+].O. Product: [F:1][C:2]1[CH:8]=[CH:7][CH:6]=[C:5]([F:9])[C:3]=1[N+:4]([O-:15])=[O:14]. The catalyst class is: 15. (6) Reactant: [N:1]([C:4]1[C:9]([F:10])=[CH:8][N:7]=[CH:6][C:5]=1/[CH:11]=[N:12]/[C:13]1[C:18]([Cl:19])=[CH:17][C:16]([N+:20]([O-:22])=[O:21])=[CH:15][C:14]=1[Cl:23])=[N+]=[N-]. Product: [Cl:23][C:14]1[CH:15]=[C:16]([N+:20]([O-:22])=[O:21])[CH:17]=[C:18]([Cl:19])[C:13]=1[N:12]1[CH:11]=[C:5]2[CH:6]=[N:7][CH:8]=[C:9]([F:10])[C:4]2=[N:1]1. The catalyst class is: 11. (7) Reactant: [F:1][C:2]1[CH:7]=[CH:6][CH:5]=[C:4]([CH3:8])[C:3]=1[N:9]1[C:13]([NH2:14])=[CH:12][C:11]([CH3:15])=[N:10]1.CCOCC.[CH3:21][O:22][C:23](=[O:31])[C:24]1[CH:29]=[CH:28][CH:27]=[CH:26][C:25]=1Br.C(=O)([O-])[O-].[Cs+].[Cs+]. Product: [CH3:21][O:22][C:23](=[O:31])[C:24]1[CH:29]=[CH:28][CH:27]=[CH:26][C:25]=1[NH:14][C:13]1[N:9]([C:3]2[C:4]([CH3:8])=[CH:5][CH:6]=[CH:7][C:2]=2[F:1])[N:10]=[C:11]([CH3:15])[CH:12]=1. The catalyst class is: 164. (8) Product: [N:9]1[CH:10]=[CH:11][C:6]([C:4]2[N:27]=[C:25]([NH:24][C:16]3[CH:17]=[C:18]([O:22][CH3:23])[C:19]([O:20][CH3:21])=[C:14]([O:13][CH3:12])[CH:15]=3)[S:26][CH:3]=2)=[CH:7][CH:8]=1. Reactant: Br.Br[CH2:3][C:4]([C:6]1[CH:11]=[CH:10][N:9]=[CH:8][CH:7]=1)=O.[CH3:12][O:13][C:14]1[CH:15]=[C:16]([NH:24][C:25]([NH2:27])=[S:26])[CH:17]=[C:18]([O:22][CH3:23])[C:19]=1[O:20][CH3:21].N. The catalyst class is: 88.